This data is from Full USPTO retrosynthesis dataset with 1.9M reactions from patents (1976-2016). The task is: Predict the reactants needed to synthesize the given product. (1) Given the product [CH3:1][C:2]1[CH:6]=[C:5]([CH3:7])[N:4]([CH2:15][C:16]([O:18][CH2:19][CH3:20])=[O:17])[N:3]=1, predict the reactants needed to synthesize it. The reactants are: [CH3:1][C:2]1[CH:6]=[C:5]([CH3:7])[NH:4][N:3]=1.C([O-])([O-])=O.[K+].[K+].Br[CH2:15][C:16]([O:18][CH2:19][CH3:20])=[O:17]. (2) Given the product [CH3:16][O:17][C:18]1[CH:23]=[CH:22][CH:21]=[CH:20][C:19]=1[CH2:24][CH2:25][NH:26][CH:2]1[CH2:11][CH2:10][CH2:9][C:8]2[CH:7]=[C:6]([C:12]([O:14][CH3:15])=[O:13])[CH:5]=[CH:4][C:3]1=2, predict the reactants needed to synthesize it. The reactants are: O=[C:2]1[CH2:11][CH2:10][CH2:9][C:8]2[CH:7]=[C:6]([C:12]([O:14][CH3:15])=[O:13])[CH:5]=[CH:4][C:3]1=2.[CH3:16][O:17][C:18]1[CH:23]=[CH:22][CH:21]=[CH:20][C:19]=1[CH2:24][CH2:25][NH2:26].[BH4-].[Na+].O. (3) Given the product [CH2:33]([NH:40][C:18]1[C:19]2[C:24](=[CH:23][CH:22]=[CH:21][C:20]=2[C:25]2[CH:26]=[CH:27][CH:28]=[CH:29][CH:30]=2)[C:15]([C:13]2[CH:14]=[C:9]([S:6]([NH:5][C:1]([CH3:2])([CH3:4])[CH3:3])(=[O:8])=[O:7])[CH:10]=[N:11][CH:12]=2)=[C:16]([Cl:32])[N:17]=1)[C:34]1[CH:39]=[CH:38][CH:37]=[CH:36][CH:35]=1, predict the reactants needed to synthesize it. The reactants are: [C:1]([NH:5][S:6]([C:9]1[CH:10]=[N:11][CH:12]=[C:13]([C:15]2[C:24]3[C:19](=[C:20]([C:25]4[CH:30]=[CH:29][CH:28]=[CH:27][CH:26]=4)[CH:21]=[CH:22][CH:23]=3)[C:18](Cl)=[N:17][C:16]=2[Cl:32])[CH:14]=1)(=[O:8])=[O:7])([CH3:4])([CH3:3])[CH3:2].[CH2:33]([NH2:40])[C:34]1[CH:39]=[CH:38][CH:37]=[CH:36][CH:35]=1. (4) The reactants are: C([N:3]([CH2:15][CH3:16])[C:4](=[O:14])[C:5]1[CH:10]=[CH:9][C:8]([O:11][CH3:12])=[CH:7][C:6]=1C)C.C([Li])(C)(C)C.[N:22]1(C#N)[CH2:26][CH2:25][CH2:24][CH2:23]1. Given the product [CH3:12][O:11][C:8]1[CH:9]=[C:10]2[C:5](=[CH:6][CH:7]=1)[C:4]([OH:14])=[N:3][C:15]([N:22]1[CH2:26][CH2:25][CH2:24][CH2:23]1)=[CH:16]2, predict the reactants needed to synthesize it. (5) Given the product [CH:13]1([C:18]2[C:26]3[C:21](=[CH:22][CH:23]=[CH:24][CH:25]=3)[N:20]([S:27]([C:30]3[CH:31]=[CH:32][C:33]([C:34]([NH:45][CH2:39][C@H:40]4[CH2:41][CH2:42][CH2:43][O:44]4)=[O:35])=[CH:37][CH:38]=3)(=[O:28])=[O:29])[CH:19]=2)[CH2:14][CH2:15][CH2:16][CH2:17]1, predict the reactants needed to synthesize it. The reactants are: Cl.CN(C)CCCN=C=NCC.[CH:13]1([C:18]2[C:26]3[C:21](=[CH:22][CH:23]=[CH:24][CH:25]=3)[N:20]([S:27]([C:30]3[CH:38]=[CH:37][C:33]([C:34](O)=[O:35])=[CH:32][CH:31]=3)(=[O:29])=[O:28])[CH:19]=2)[CH2:17][CH2:16][CH2:15][CH2:14]1.[CH2:39]([NH2:45])[C@@H:40]1[O:44][CH2:43][CH2:42][CH2:41]1. (6) Given the product [O:21]1[C:25]2[CH:26]=[CH:27][C:28]([CH2:30][CH2:31][C:32]([N:5]3[CH2:6][CH2:8][CH2:9][CH2:10][CH2:11]3)=[O:34])=[CH:29][C:24]=2[O:23][CH2:22]1, predict the reactants needed to synthesize it. The reactants are: CC(C[NH:5][C:6](/[CH:8]=[CH:9]/[CH:10]=[CH:11]/C1C=CC2OCOC=2C=1)=O)C.[O:21]1[C:25]2[CH:26]=[CH:27][C:28]([CH2:30][CH2:31][C:32]([OH:34])=O)=[CH:29][C:24]=2[O:23][CH2:22]1.N1CCCCC1.C(N(CC)CC)C.CS(Cl)(=O)=O.